Dataset: Peptide-MHC class I binding affinity with 185,985 pairs from IEDB/IMGT. Task: Regression. Given a peptide amino acid sequence and an MHC pseudo amino acid sequence, predict their binding affinity value. This is MHC class I binding data. (1) The peptide sequence is LAWKFDPTL. The MHC is Mamu-B08 with pseudo-sequence Mamu-B08. The binding affinity (normalized) is 0. (2) The peptide sequence is TLENERGEL. The MHC is HLA-A02:06 with pseudo-sequence HLA-A02:06. The binding affinity (normalized) is 0.00857.